From a dataset of Full USPTO retrosynthesis dataset with 1.9M reactions from patents (1976-2016). Predict the reactants needed to synthesize the given product. Given the product [NH2:13][C:9]1[CH:8]=[C:7]2[C:12](=[CH:11][CH:10]=1)[N:4]([CH:1]1[CH2:2][CH2:3]1)[C:5](=[O:16])[CH2:6]2, predict the reactants needed to synthesize it. The reactants are: [CH:1]1([N:4]2[C:12]3[C:7](=[CH:8][C:9]([N+:13]([O-])=O)=[CH:10][CH:11]=3)[CH2:6][C:5]2=[O:16])[CH2:3][CH2:2]1.[Cl-].[NH4+].